This data is from Forward reaction prediction with 1.9M reactions from USPTO patents (1976-2016). The task is: Predict the product of the given reaction. (1) Given the reactants Br[C:2]1[CH:3]=[C:4]2[C:9](=[CH:10][CH:11]=1)[C:8]([NH:12][CH2:13][CH2:14][N:15]([CH2:18][CH3:19])[CH2:16][CH3:17])=[N:7][N:6]=[CH:5]2.C([O-])(=O)C.[K+].B1(B2OC(C)(C)C(C)(C)O2)OC(C)(C)C(C)(C)O1.Br[C:44]1[CH:45]=[C:46]([CH:53]=[CH:54][C:55]=1[CH3:56])[C:47]([NH:49][CH:50]1[CH2:52][CH2:51]1)=[O:48].C(=O)([O-])[O-].[Na+].[Na+].O, predict the reaction product. The product is: [CH:50]1([NH:49][C:47](=[O:48])[C:46]2[CH:53]=[CH:54][C:55]([CH3:56])=[C:44]([C:2]3[CH:3]=[C:4]4[C:9](=[CH:10][CH:11]=3)[C:8]([NH:12][CH2:13][CH2:14][N:15]([CH2:18][CH3:19])[CH2:16][CH3:17])=[N:7][N:6]=[CH:5]4)[CH:45]=2)[CH2:51][CH2:52]1. (2) Given the reactants [CH3:1][C:2]1[CH:3]=[N:4][C:5]2[CH:6]=[CH:7][CH:8]=[C:9]([OH:12])[C:10]=2[N:11]=1.C(N(CC)CC)C.C1C=CC(N([S:27]([C:30]([F:33])([F:32])[F:31])(=[O:29])=[O:28])[S:27]([C:30]([F:33])([F:32])[F:31])(=[O:29])=[O:28])=CC=1, predict the reaction product. The product is: [CH3:1][C:2]1[CH:3]=[N:4][C:5]2[C:10]([N:11]=1)=[C:9]([O:12][S:27]([C:30]([F:33])([F:32])[F:31])(=[O:29])=[O:28])[CH:8]=[CH:7][CH:6]=2. (3) Given the reactants [K].[CH3:28][C:26]([O:25][CH2:9][C@H:8]1[O:29][C@@H:30](OC(C)=O)[C@@H:32](OS(C(F)(F)F)(=O)=O)[C@@H:9]([O:25][C:26]([CH3:28])=O)[C@@H:8]1[O:29][C:30]([CH3:32])=O)=O.[C:33](#[N:35])[CH3:34], predict the reaction product. The product is: [CH2:33]1[N:35]2[CH2:32][CH2:30][O:29][CH2:8][CH2:9][O:25][CH2:26][CH2:28][N:35]([CH2:32][CH2:30][O:29][CH2:8][CH2:9][O:25][CH2:26][CH2:28]2)[CH2:33][CH2:34][O:29][CH2:8][CH2:9][O:25][CH2:34]1. (4) Given the reactants Cl[C:2]1[N:7]=[C:6]([N:8]([CH3:29])[C:9]2[CH:14]=[CH:13][N:12]=[C:11]([NH:15][CH:16]3[CH2:21][CH2:20][N:19]([C:22]([O:24][C:25]([CH3:28])([CH3:27])[CH3:26])=[O:23])[CH2:18][CH2:17]3)[N:10]=2)[CH:5]=[CH:4][N:3]=1.[F:30][C:31]1[CH:36]=[CH:35][CH:34]=[CH:33][C:32]=1B(O)O.C(=O)([O-])[O-].[Na+].[Na+].CCO, predict the reaction product. The product is: [F:30][C:31]1[CH:36]=[CH:35][CH:34]=[CH:33][C:32]=1[C:2]1[N:7]=[C:6]([N:8]([CH3:29])[C:9]2[CH:14]=[CH:13][N:12]=[C:11]([NH:15][CH:16]3[CH2:21][CH2:20][N:19]([C:22]([O:24][C:25]([CH3:28])([CH3:27])[CH3:26])=[O:23])[CH2:18][CH2:17]3)[N:10]=2)[CH:5]=[CH:4][N:3]=1.